Dataset: Reaction yield outcomes from USPTO patents with 853,638 reactions. Task: Predict the reaction yield, written as a fraction of the theoretical maximum amount of product (1.0 means a 100% yield; for example, 0.34 means a 34% yield). (1) The reactants are C([NH:5][S:6]([CH2:9][CH2:10][C:11]1[CH:16]=[CH:15][C:14]([NH:17][C:18]([C:20]2[N:21](COCC[Si](C)(C)C)[CH:22]=[C:23]([C:25]#[N:26])[N:24]=2)=[O:19])=[C:13]([C:35]2[CH2:40][CH2:39][CH2:38][CH2:37][CH:36]=2)[CH:12]=1)(=[O:8])=[O:7])(C)(C)C.CCO.C1(OC)C=CC=CC=1.[C:52]([OH:58])([C:54]([F:57])([F:56])[F:55])=[O:53]. The catalyst is C(Cl)Cl. The product is [F:55][C:54]([F:57])([F:56])[C:52]([OH:58])=[O:53].[C:35]1([C:13]2[CH:12]=[C:11]([CH2:10][CH2:9][S:6](=[O:7])(=[O:8])[NH2:5])[CH:16]=[CH:15][C:14]=2[NH:17][C:18]([C:20]2[NH:21][CH:22]=[C:23]([C:25]#[N:26])[N:24]=2)=[O:19])[CH2:40][CH2:39][CH2:38][CH2:37][CH:36]=1. The yield is 0.110. (2) The reactants are [NH2:1][C:2]1[CH:7]=[CH:6][C:5]([OH:8])=[CH:4][CH:3]=1.[CH:9]1([C:15](Cl)=[O:16])[CH2:14][CH2:13][CH2:12][CH2:11][CH2:10]1.N1C=CC=CC=1.[OH-].[Na+].Cl. The catalyst is ClCCl.C1COCC1. The product is [OH:8][C:5]1[CH:6]=[CH:7][C:2]([NH:1][C:15]([CH:9]2[CH2:14][CH2:13][CH2:12][CH2:11][CH2:10]2)=[O:16])=[CH:3][CH:4]=1. The yield is 0.410. (3) The reactants are C([C:5]1[N:6]([CH2:17][C@@H:18]2[CH2:22][O:21][C:20]([CH3:24])([CH3:23])[O:19]2)[C:7]2[C:12]([CH:13]=1)=[CH:11][C:10]([N+:14]([O-])=O)=[CH:9][CH:8]=2)(C)(C)C.C([O-])=O.[NH4+]. The catalyst is C(O)C.O.[Pd]. The product is [CH3:23][C:20]1([CH3:24])[O:19][CH:18]([CH2:17][N:6]2[C:7]3[C:12](=[CH:11][C:10]([NH2:14])=[CH:9][CH:8]=3)[CH:13]=[CH:5]2)[CH2:22][O:21]1. The yield is 0.980. (4) The reactants are Cl[C:2]1[C:11]2[C:6](=[CH:7][CH:8]=[C:9]([CH3:12])[CH:10]=2)[N:5]([CH3:13])[C:4](=[O:14])[C:3]=1[C:15]#[N:16].[NH:17]1[CH2:22][CH2:21][NH:20][CH2:19][CH2:18]1. The catalyst is ClCCl. The product is [CH3:13][N:5]1[C:6]2[C:11](=[CH:10][C:9]([CH3:12])=[CH:8][CH:7]=2)[C:2]([N:17]2[CH2:22][CH2:21][NH:20][CH2:19][CH2:18]2)=[C:3]([C:15]#[N:16])[C:4]1=[O:14]. The yield is 0.880. (5) The reactants are [C:1]([C:4]1[C:8]([CH3:9])=[CH:7][O:6][C:5]=1[CH3:10])(=[O:3])[CH3:2].[Br:11]N1C(=O)CCC1=O.N(C(C)(C)C#N)=NC(C)(C)C#N.O. The catalyst is C1C=CC=CC=1. The product is [C:1]([C:4]1[C:8]([CH3:9])=[C:7]([Br:11])[O:6][C:5]=1[CH3:10])(=[O:3])[CH3:2]. The yield is 0.880. (6) The reactants are C(OC([N:8]1[C:16]2[CH:15]=[CH:14][N:13]=[CH:12][C:11]=2[C:10](Br)=[C:9]1[C:18]1[C:23]([F:24])=[CH:22][CH:21]=[CH:20][C:19]=1[F:25])=O)(C)(C)C.[Li]CCCC.C1C=CC(S(N(S(C2C=CC=CC=2)(=O)=O)[F:41])(=O)=O)=CC=1. The catalyst is C1COCC1. The product is [F:25][C:19]1[CH:20]=[CH:21][CH:22]=[C:23]([F:24])[C:18]=1[C:9]1[NH:8][C:16]2[CH2:15][CH2:14][NH:13][CH2:12][C:11]=2[C:10]=1[F:41]. The yield is 0.690. (7) The reactants are [CH3:1][N:2]([CH3:49])[CH2:3][CH2:4][NH:5][CH2:6][C@:7]12[CH2:45][CH2:44][C@@H:43]([C:46]([CH3:48])=[CH2:47])[C@@H:8]1[C@@H:9]1[C@@:22]([CH3:25])([CH2:23][CH2:24]2)[C@@:21]2([CH3:26])[C@@H:12]([C@:13]3([CH3:42])[C@@H:18]([CH2:19][CH2:20]2)[C:17]([CH3:28])([CH3:27])[C:16]([C:29]2[CH:41]=[CH:40][C:32]([C:33]([O:35]C(C)(C)C)=[O:34])=[CH:31][CH:30]=2)=[CH:15][CH2:14]3)[CH2:11][CH2:10]1.C(O)(C(F)(F)F)=O. The catalyst is C(Cl)Cl. The product is [CH3:49][N:2]([CH3:1])[CH2:3][CH2:4][NH:5][CH2:6][C@:7]12[CH2:45][CH2:44][C@@H:43]([C:46]([CH3:48])=[CH2:47])[C@@H:8]1[C@@H:9]1[C@@:22]([CH3:25])([CH2:23][CH2:24]2)[C@@:21]2([CH3:26])[C@@H:12]([C@:13]3([CH3:42])[C@@H:18]([CH2:19][CH2:20]2)[C:17]([CH3:28])([CH3:27])[C:16]([C:29]2[CH:30]=[CH:31][C:32]([C:33]([OH:35])=[O:34])=[CH:40][CH:41]=2)=[CH:15][CH2:14]3)[CH2:11][CH2:10]1. The yield is 0.740.